Predict the reactants needed to synthesize the given product. From a dataset of Retrosynthesis with 50K atom-mapped reactions and 10 reaction types from USPTO. (1) Given the product COC(=O)c1cc([N+](=O)[O-])ccc1OC(c1ccccc1)c1ccc(Cl)cc1Cl, predict the reactants needed to synthesize it. The reactants are: COC(=O)c1cc([N+](=O)[O-])ccc1O.OC(c1ccccc1)c1ccc(Cl)cc1Cl. (2) Given the product CCOC(=O)c1cc(-c2ccccn2)n(-c2ccc(C)nc2)n1, predict the reactants needed to synthesize it. The reactants are: CCOC(=O)C(=O)CC(=O)c1ccccn1.Cc1ccc(NN)cn1. (3) Given the product Cc1cccc(Nc2cc(Nc3cccc(OCCCN(C)C)c3)ncn2)c1, predict the reactants needed to synthesize it. The reactants are: CN(C)CCCCl.Cc1cccc(Nc2cc(Nc3cccc(O)c3)ncn2)c1.